From a dataset of Full USPTO retrosynthesis dataset with 1.9M reactions from patents (1976-2016). Predict the reactants needed to synthesize the given product. (1) The reactants are: [Cl:1][C:2]1[CH:3]=[C:4]([NH:8][C:9]([N:11]2[CH2:16][CH2:15][C:14]3[NH:17][N:18]=[C:19]([CH:20]4[CH2:24][CH:23]=[CH:22][CH2:21]4)[C:13]=3[CH2:12]2)=[O:10])[CH:5]=[CH:6][CH:7]=1.[Zn](CC)[CH2:26]C.ClCI. Given the product [CH:23]12[CH2:26][CH:22]1[CH2:21][CH:20]([C:19]1[C:13]3[CH2:12][N:11]([C:9]([NH:8][C:4]4[CH:5]=[CH:6][CH:7]=[C:2]([Cl:1])[CH:3]=4)=[O:10])[CH2:16][CH2:15][C:14]=3[NH:17][N:18]=1)[CH2:24]2, predict the reactants needed to synthesize it. (2) Given the product [NH2:1][C:4]1[CH:5]=[C:6]([C:22]#[N:23])[NH:7][C:8]=1[C:9]1[CH:10]=[CH:11][C:12]2[NH:17][C:16](=[O:18])[O:15][C:14]([CH3:19])([CH3:20])[C:13]=2[CH:21]=1, predict the reactants needed to synthesize it. The reactants are: [N+:1]([C:4]1[CH:5]=[C:6]([C:22]#[N:23])[NH:7][C:8]=1[C:9]1[CH:10]=[CH:11][C:12]2[NH:17][C:16](=[O:18])[O:15][C:14]([CH3:20])([CH3:19])[C:13]=2[CH:21]=1)([O-])=O.[Cl-].[NH4+].O.